The task is: Predict which catalyst facilitates the given reaction.. This data is from Catalyst prediction with 721,799 reactions and 888 catalyst types from USPTO. (1) Reactant: [CH2:1]([O:3][C:4](=[O:13])[CH2:5][C@H:6]1[CH2:11][CH2:10][C@H:9]([NH2:12])[CH2:8][CH2:7]1)[CH3:2].[C:14]([O:18][C:19](O[C:19]([O:18][C:14]([CH3:17])([CH3:16])[CH3:15])=[O:20])=[O:20])([CH3:17])([CH3:16])[CH3:15].C(N(CC)CC)C.O. Product: [CH2:1]([O:3][C:4](=[O:13])[CH2:5][C@H:6]1[CH2:7][CH2:8][C@H:9]([NH:12][C:19]([O:18][C:14]([CH3:17])([CH3:16])[CH3:15])=[O:20])[CH2:10][CH2:11]1)[CH3:2]. The catalyst class is: 112. (2) Reactant: C[O:2][C:3](=[O:43])[CH:4]([NH:25][C:26](=[O:42])[C:27]1[CH:32]=[C:31]([Cl:33])[CH:30]=[CH:29][C:28]=1[N:34]1[CH2:39][CH:38]([CH3:40])[CH2:37][CH:36]([CH3:41])[CH2:35]1)[CH2:5][C:6]1[CH:11]=[CH:10][C:9]([C:12]2[CH:17]=[CH:16][CH:15]=[CH:14][C:13]=2[O:18][C:19]2[CH:24]=[CH:23][CH:22]=[CH:21][CH:20]=2)=[CH:8][CH:7]=1.[Li+].[OH-]. Product: [Cl:33][C:31]1[CH:30]=[CH:29][C:28]([N:34]2[CH2:39][CH:38]([CH3:40])[CH2:37][CH:36]([CH3:41])[CH2:35]2)=[C:27]([CH:32]=1)[C:26]([NH:25][CH:4]([CH2:5][C:6]1[CH:7]=[CH:8][C:9]([C:12]2[CH:17]=[CH:16][CH:15]=[CH:14][C:13]=2[O:18][C:19]2[CH:20]=[CH:21][CH:22]=[CH:23][CH:24]=2)=[CH:10][CH:11]=1)[C:3]([OH:43])=[O:2])=[O:42]. The catalyst class is: 1.